Task: Binary Classification. Given a miRNA mature sequence and a target amino acid sequence, predict their likelihood of interaction.. Dataset: Experimentally validated miRNA-target interactions with 360,000+ pairs, plus equal number of negative samples (1) The miRNA is hsa-miR-4510 with sequence UGAGGGAGUAGGAUGUAUGGUU. The protein sequence of the target gene is MVQIVISSARAGGLAEWVLMELQGEIEARYSTGLAGNLLGDLHYTTEGIPVLIVGHHILYGKIIHLEKPFAVLVKHTPGDQDCDELGRETGTRYLVTALIKDKILFKTRPKPIITSVPKKV. Result: 1 (interaction). (2) Result: 1 (interaction). The protein sequence of the target gene is MSISSDEVNFLVYRYLQESGFSHSAFTFGIESHISQSNINGALVPPAALISIIQKGLQYVEAEVSINEDGTLFDGRPIESLSLIDAVMPDVVQTRQQAYRDKLAQQHAAAAAAAAAATNQQGSAKNGENTANGEENGAHTIANNHTDMMEVDGDVEIPSNKAVVLRGHESEVFICAWNPVSDLLASGSGDSTARIWNLSENSTSGPTQLVLRHCIREGGQDVPSNKDVTSLDWNSEGTLLATGSYDGFARIWTKDGNLASTLGQHKGPIFALKWNKKGNFILSAGVDKTTIIWDAHTGEA.... The miRNA is mmu-miR-1199-5p with sequence UCUGAGUCCCGGUCGCGCGG. (3) The miRNA is hsa-miR-93-5p with sequence CAAAGUGCUGUUCGUGCAGGUAG. The protein sequence of the target gene is MAPRGCAGHPPPPSPQACVCPGKMLAMGALAGFWILCLLTYGYLSWGQALEEEEEGALLAQAGEKLEPSTTSTSQPHLIFILADDQGFRDVGYHGSEIKTPTLDKLAAEGVKLENYYVQPICTPSRSQFITGKYQIHTGLQHSIIRPTQPNCLPLDNATLPQKLKEVGYSTHMVGKWHLGFYRKECMPTRRGFDTFFGSLLGSGDYYTHYKCDSPGMCGYDLYENDNAAWDYDNGIYSTQMYTQRVQQILASHNPTKPIFLYIAYQAVHSPLQAPGRYFEHYRSIININRRRYAAMLSCL.... Result: 1 (interaction). (4) The miRNA is hsa-miR-152-3p with sequence UCAGUGCAUGACAGAACUUGG. The protein sequence of the target gene is MEAADASRSNGSSPEARDARSPSGPSGSLENGTKADGKDAKTTNGHGGEAAEGKSLGSALKPGEGRSALFAGNEWRRPIIQFVESGDDKNSNYFSMDSMEGKRSPYAGLQLGAAKKPPVTFAEKGELRKSIFSESRKPTVSIMEPGETRRNSYPRADTGLFSRSKSGSEEVLCDSCIGNKQKAVKSCLVCQASFCELHLKPHLEGAAFRDHQLLEPIRDFEARKCPVHGKTMELFCQTDQTCICYLCMFQEHKNHSTVTVEEAKAEKETELSLQKEQLQLKIIEIEDEAEKWQKEKDRIK.... Result: 0 (no interaction). (5) The miRNA is hsa-miR-1285-3p with sequence UCUGGGCAACAAAGUGAGACCU. The protein sequence of the target gene is MPGGKKVAGGGSSGATPTSAAATAPSGVRRLETSEGTSAQRDEEPEEEGEEDLRDGGVPFFVNRGGLPVDEATWERMWKHVAKIHPDGEKVAQRIRGATDLPKIPIPSVPTFQPSTPVPERLEAVQRYIRELQYNHTGTQFFEIKKSRPLTGLMDLAKEMTKEALPIKCLEAVILGIYLTNSMPTLERFPISFKTYFSGNYFRHIVLGVNFAGRYGALGMSRREDLMYKPPAFRTLSELVLDFEAAYGRCWHVLKKVKLGQSVSHDPHSVEQIEWKHSVLDVERLGRDDFRKELERHARD.... Result: 0 (no interaction). (6) The miRNA is hsa-miR-599 with sequence GUUGUGUCAGUUUAUCAAAC. The protein sequence of the target gene is MPGLSCRFYQHKFPEVEDVVMVNVRSIAEMGAYVSLLEYNNIEGMILLSELSRRRIRSINKLIRIGRNECVVVIRVDKEKGYIDLSKRRVSPEEAIKCEDKFTKSKTVYSILRHVAEVLEYTKDEQLESLFQRTAWVFDDKYKRPGYGAYDAFKHAVSDPSILDSLDLNEDEREVLINNINRRLTPQAVKIRADIEVACYGYEGIDAVKEALRAGLNCSTENMPIKINLIAPPRYVMTTTTLERTEGLSVLSQAMAVIKEKIEEKRGVFNVQMEPKVVTDTDETELARQMERLERENAEV.... Result: 0 (no interaction). (7) The miRNA is hsa-miR-527 with sequence CUGCAAAGGGAAGCCCUUUC. The protein sequence of the target gene is MAATAREDGVRNLAQGPRGCEHYDRACLLKAPCCDKLYTCRLCHDTNEDHQLDRFKVKEVQCINCEKLQHAQQTCEDCSTLFGEYYCSICHLFDKDKRQYHCESCGICRIGPKEDFFHCLKCNLCLTTNLRGKHKCIENVSRQNCPICLEDIHTSRVVAHVLPCGHLLHRTCYEEMLKEGYRCPLCMHSALDMTRYWRQLDTEVAQTPMPSEYQNVTVDILCNDCNGRSTVQFHILGMKCKLCDSYNTAQAGGRRVPVDQQ. Result: 0 (no interaction). (8) The miRNA is hsa-miR-921 with sequence CUAGUGAGGGACAGAACCAGGAUUC. The protein sequence of the target gene is MSTTLLSAFYDVDFLCKTEKSLANLNLNNMLDKKAVGTPVAAAPSSGFAPGFLRRHSASNLHALAHPAPSPGSCSPKFPGAANGSSCGSAAAGGPTSYGTLKEPSGGGGTALLNKENKFRDRSFSENGDRSQHLLHLQQQQKGGGGSQINSTRYKTELCRPFEESGTCKYGEKCQFAHGFHELRSLTRHPKYKTELCRTFHTIGFCPYGPRCHFIHNADERRPAPSGGASGDLRAFGTRDALHLGFPREPRPKLHHSLSFSGFPSGHHQPPGGLESPLLLDSPTSRTPPPPSCSSASSCS.... Result: 1 (interaction). (9) The miRNA is hsa-miR-617 with sequence AGACUUCCCAUUUGAAGGUGGC. The protein sequence of the target gene is METVQLRNPPRRQLKKLDEDSLTKQPEEVFDVLEKLGEGSYGSVYKAIHKETGQIVAIKQVPVESDLQEIIKEISIMQQCDSPHVVKYYGSYFKNTDLWIVMEYCGAGSVSDIIRLRNKTLTEDEIATILQSTLKGLEYLHFMRKIHRDIKAGNILLNTEGHAKLADFGVAGQLTDTMAKRNTVIGTPFWMAPEVIQEIGYNCVADIWSLGITAIEMAEGKPPYADIHPMRAIFMIPTNPPPTFRKPELWSDNFMDFVKQCLVKSPEQRATATQLLQHPFVKSAKGVSILRDLINEAMDV.... Result: 0 (no interaction).